This data is from Full USPTO retrosynthesis dataset with 1.9M reactions from patents (1976-2016). The task is: Predict the reactants needed to synthesize the given product. (1) Given the product [N+:19]([C:8]1[CH:9]=[C:10]([O:11][CH2:12][C:13]2[CH:18]=[CH:17][CH:16]=[CH:15][CH:14]=2)[C:3]([O:2][CH3:1])=[CH:4][C:5]=1[C:6]#[N:7])([O-:21])=[O:20], predict the reactants needed to synthesize it. The reactants are: [CH3:1][O:2][C:3]1[CH:4]=[C:5]([CH:8]=[CH:9][C:10]=1[O:11][CH2:12][C:13]1[CH:18]=[CH:17][CH:16]=[CH:15][CH:14]=1)[C:6]#[N:7].[N+:19]([O-])([OH:21])=[O:20].[K]. (2) Given the product [CH3:1][O:2][C:3]1[C:12]([NH:13][C:14]([N:35]2[CH2:36][CH2:37][N:32]([C:27]3[CH:28]=[CH:29][CH:30]=[CH:31][C:26]=3[CH:23]([CH3:25])[CH3:24])[CH2:33][CH2:34]2)=[O:22])=[N:11][C:10]2[C:5](=[CH:6][CH:7]=[CH:8][CH:9]=2)[N:4]=1, predict the reactants needed to synthesize it. The reactants are: [CH3:1][O:2][C:3]1[C:12]([NH:13][C:14](=[O:22])OC2C=CC=CC=2)=[N:11][C:10]2[C:5](=[CH:6][CH:7]=[CH:8][CH:9]=2)[N:4]=1.[CH:23]([C:26]1[CH:31]=[CH:30][CH:29]=[CH:28][C:27]=1[N:32]1[CH2:37][CH2:36][NH:35][CH2:34][CH2:33]1)([CH3:25])[CH3:24]. (3) Given the product [C:24]([O:23][C:21]([N:9]1[CH2:10][CH2:11][N:12]([C:14]([O:16][C:17]([CH3:20])([CH3:19])[CH3:18])=[O:15])[CH2:13][C@@H:8]1[C:5]1[CH:6]=[CH:7][C:2]([C:33]2[CH:34]=[CH:35][C:30]([O:29][CH3:28])=[CH:31][CH:32]=2)=[CH:3][CH:4]=1)=[O:22])([CH3:27])([CH3:26])[CH3:25], predict the reactants needed to synthesize it. The reactants are: Br[C:2]1[CH:7]=[CH:6][C:5]([C@H:8]2[CH2:13][N:12]([C:14]([O:16][C:17]([CH3:20])([CH3:19])[CH3:18])=[O:15])[CH2:11][CH2:10][N:9]2[C:21]([O:23][C:24]([CH3:27])([CH3:26])[CH3:25])=[O:22])=[CH:4][CH:3]=1.[CH3:28][O:29][C:30]1[CH:35]=[CH:34][C:33](B(O)O)=[CH:32][CH:31]=1.C(=O)([O-])[O-].[Na+].[Na+]. (4) Given the product [N:9]1[NH:8][CH:16]=[C:15]2[C:10]=1[CH:11]=[C:12]([C:17]1[CH:18]=[C:19]([CH:27]3[O:32][CH2:31][CH2:30][NH:29][CH2:28]3)[N:20]3[C:25]=1[C:24]([NH2:26])=[N:23][CH:22]=[N:21]3)[CH:13]=[CH:14]2, predict the reactants needed to synthesize it. The reactants are: C([N:8]1[CH:16]=[C:15]2[C:10]([CH:11]=[C:12]([C:17]3[CH:18]=[C:19]([CH:27]4[O:32][CH2:31][CH2:30][N:29](CC5C=CC=CC=5)[CH2:28]4)[N:20]4[C:25]=3[C:24]([NH2:26])=[N:23][CH:22]=[N:21]4)[CH:13]=[CH:14]2)=[N:9]1)C1C=CC=CC=1. (5) Given the product [N:26]1[CH:27]=[CH:28][C:29]([C:32]([NH2:34])=[O:33])=[CH:30][C:31]=1[C:7]1[CH:1]=[CH:15][CH:9]=[CH:10][N:11]=1, predict the reactants needed to synthesize it. The reactants are: [C:1]1([C:7]2O[C:9]([C:15](F)(F)F)=[C:10](C(O)=O)[N:11]=2)C=CC=CC=1.NC1C=CC([N:26]2[CH2:31][CH2:30][CH:29]([C:32]([NH2:34])=[O:33])[CH2:28][CH2:27]2)=NC=1.[N+](C1C=CC(N2CCC(C(N)=O)CC2)=NC=1)([O-])=O.CCO.C1COCC1.CCOC(C)=O.Cl.C(N=C=NCCCN(C)C)C. (6) Given the product [CH:1]([C:4]1[CH:19]=[CH:18][CH:17]=[CH:16][C:5]=1[NH:6][C:7]1[C:8]([NH2:13])=[CH:9][CH:10]=[CH:11][CH:12]=1)([CH3:3])[CH3:2], predict the reactants needed to synthesize it. The reactants are: [CH:1]([C:4]1[CH:19]=[CH:18][CH:17]=[CH:16][C:5]=1[NH:6][C:7]1[CH:12]=[CH:11][CH:10]=[CH:9][C:8]=1[N+:13]([O-])=O)([CH3:3])[CH3:2].[H][H]. (7) Given the product [C:1]([C:5]1[O:9][C:8]([C@@H:10]2[C@@H:14]3[O:15][C:16]([CH3:19])([CH3:18])[O:17][C@H:13]3[C@H:12]([N:20]3[CH:28]=[N:27][C:26]4[C:21]3=[N:22][CH:23]=[N:24][C:25]=4[NH:29][C:30]3[CH:35]=[CH:34][C:33]([Cl:36])=[CH:32][C:31]=3[F:37])[O:11]2)=[N:7][N:6]=1)([CH3:2])([CH3:3])[CH3:4], predict the reactants needed to synthesize it. The reactants are: [C:1]([C:5]1[O:9][C:8]([C@@H:10]2[C@@H:14]3[O:15][C:16]([CH3:19])([CH3:18])[O:17][C@H:13]3[C@H:12]([N:20]3[CH:28]=[N:27][C:26]4[C:21]3=[N:22][CH:23]=[N:24][C:25]=4[NH:29][C:30]3[CH:35]=[CH:34][C:33]([Cl:36])=[CH:32][C:31]=3[F:37])[O:11]2)=[N:7][N:6]=1)([CH3:4])([CH3:3])[CH3:2].C(C1OC([C@@H]2[C@@H](O)[C@@H](O)[C@H](N3C=NC4C3=NC=NC=4NC3C=CC(Cl)=CC=3F)O2)=NN=1)(C)(C)C.O.